From a dataset of Reaction yield outcomes from USPTO patents with 853,638 reactions. Predict the reaction yield, written as a fraction of the theoretical maximum amount of product (1.0 means a 100% yield; for example, 0.34 means a 34% yield). The reactants are [OH:1][CH:2]1[C:27]2[C:19](=[CH:20][C:21]3[O:25][CH2:24][O:23][C:22]=3[CH:26]=2)[C:4]2([C:12]3[C:7](=[CH:8][CH:9]=[CH:10][CH:11]=3)[N:6]([CH2:13][CH2:14][CH2:15][CH2:16][CH3:17])[C:5]2=[O:18])[CH2:3]1.[H-].[Na+].I[CH3:31].O. The catalyst is C1COCC1. The product is [CH3:31][O:1][CH:2]1[C:27]2[C:19](=[CH:20][C:21]3[O:25][CH2:24][O:23][C:22]=3[CH:26]=2)[C:4]2([C:12]3[C:7](=[CH:8][CH:9]=[CH:10][CH:11]=3)[N:6]([CH2:13][CH2:14][CH2:15][CH2:16][CH3:17])[C:5]2=[O:18])[CH2:3]1. The yield is 0.570.